This data is from Forward reaction prediction with 1.9M reactions from USPTO patents (1976-2016). The task is: Predict the product of the given reaction. (1) Given the reactants C(OC([N:8]1[CH2:13][CH2:12][N:11]([C:14]2[CH:19]=[CH:18][CH:17]=[C:16]([CH2:20][N:21]3[C:25]4=[N:26][C:27]([NH:30][C:31]5[CH:32]=[N:33][N:34]([CH3:36])[CH:35]=5)=[N:28][CH:29]=[C:24]4[CH:23]=[N:22]3)[CH:15]=2)[CH2:10][CH2:9]1)=O)(C)(C)C.C(O)(C(F)(F)F)=O.C(Cl)Cl, predict the reaction product. The product is: [CH3:36][N:34]1[CH:35]=[C:31]([NH:30][C:27]2[N:26]=[C:25]3[N:21]([CH2:20][C:16]4[CH:17]=[CH:18][CH:19]=[C:14]([N:11]5[CH2:12][CH2:13][NH:8][CH2:9][CH2:10]5)[CH:15]=4)[N:22]=[CH:23][C:24]3=[CH:29][N:28]=2)[CH:32]=[N:33]1. (2) Given the reactants [CH:1]([C:3]1[CH:4]=[C:5]2[C:9](=[CH:10][CH:11]=1)[CH:8]([NH:12][C:13](=[O:36])[CH2:14][CH:15]([NH:22][S:23]([C:26]1[CH:35]=[CH:34][C:33]3[C:28](=[CH:29][CH:30]=[CH:31][CH:32]=3)[CH:27]=1)(=[O:25])=[O:24])[C:16]1[CH:21]=[CH:20][CH:19]=[CH:18][CH:17]=1)[CH2:7][CH2:6]2)=O.[NH:37]([CH3:39])[CH3:38], predict the reaction product. The product is: [CH3:38][N:37]([CH2:1][C:3]1[CH:4]=[C:5]2[C:9](=[CH:10][CH:11]=1)[CH:8]([NH:12][C:13](=[O:36])[CH2:14][CH:15]([NH:22][S:23]([C:26]1[CH:35]=[CH:34][C:33]3[C:28](=[CH:29][CH:30]=[CH:31][CH:32]=3)[CH:27]=1)(=[O:24])=[O:25])[C:16]1[CH:17]=[CH:18][CH:19]=[CH:20][CH:21]=1)[CH2:7][CH2:6]2)[CH3:39].